From a dataset of Forward reaction prediction with 1.9M reactions from USPTO patents (1976-2016). Predict the product of the given reaction. (1) Given the reactants C([O:8][C:9]1[CH:10]=[CH:11][C:12]([C@@H:20]([OH:48])[CH2:21][NH:22][CH2:23][CH2:24][C:25]2[CH:26]=[C:27]([NH:31][C:32]([NH:34][CH:35]([C:42]3[CH:47]=[CH:46][CH:45]=[CH:44][CH:43]=3)[C:36]3[CH:41]=[CH:40][CH:39]=[CH:38][CH:37]=3)=[O:33])[CH:28]=[CH:29][CH:30]=2)=[C:13]2[C:18]=1[NH:17][C:16](=[O:19])[CH:15]=[CH:14]2)C1C=CC=CC=1, predict the reaction product. The product is: [C:42]1([CH:35]([C:36]2[CH:37]=[CH:38][CH:39]=[CH:40][CH:41]=2)[NH:34][C:32]([NH:31][C:27]2[CH:28]=[CH:29][CH:30]=[C:25]([CH2:24][CH2:23][NH:22][CH2:21][C@H:20]([OH:48])[C:12]3[CH:11]=[CH:10][C:9]([OH:8])=[C:18]4[C:13]=3[CH:14]=[CH:15][C:16](=[O:19])[NH:17]4)[CH:26]=2)=[O:33])[CH:47]=[CH:46][CH:45]=[CH:44][CH:43]=1. (2) Given the reactants C(OC([N:8]1[CH2:13][CH2:12][N:11]2[C:14]([C:17]#[N:18])=[CH:15][CH:16]=[C:10]2[CH:9]1[CH3:19])=O)(C)(C)C.Cl, predict the reaction product. The product is: [CH3:19][CH:9]1[NH:8][CH2:13][CH2:12][N:11]2[C:14]([C:17]#[N:18])=[CH:15][CH:16]=[C:10]12. (3) Given the reactants [OH:1][C:2]([C:4]([F:7])([F:6])[F:5])=[O:3].[F:8][C:9]1[CH:35]=[C:34]([F:36])[CH:33]=[CH:32][C:10]=1[O:11][CH:12]1[CH2:17][CH2:16][N:15]([C:18]2[N:23]=[C:22]3[CH2:24][NH:25][CH2:26][CH2:27][C:21]3=[N:20][C:19]=2[NH:28][CH:29]([CH3:31])[CH3:30])[CH2:14][CH2:13]1.C(N(CC)CC)C.[N:44]([CH2:47][CH2:48][O:49][CH3:50])=[C:45]=[O:46], predict the reaction product. The product is: [F:8][C:9]1[CH:35]=[C:34]([F:36])[CH:33]=[CH:32][C:10]=1[O:11][CH:12]1[CH2:13][CH2:14][N:15]([C:18]2[N:23]=[C:22]3[CH2:24][N:25]([C:45]([NH:44][CH2:47][CH2:48][O:49][CH3:50])=[O:46])[CH2:26][CH2:27][C:21]3=[N:20][C:19]=2[NH:28][CH:29]([CH3:31])[CH3:30])[CH2:16][CH2:17]1.[C:2]([OH:3])([C:4]([F:7])([F:6])[F:5])=[O:1].